Dataset: Peptide-MHC class II binding affinity with 134,281 pairs from IEDB. Task: Regression. Given a peptide amino acid sequence and an MHC pseudo amino acid sequence, predict their binding affinity value. This is MHC class II binding data. The peptide sequence is LSPISNMVSMANNHV. The MHC is DRB1_0401 with pseudo-sequence DRB1_0401. The binding affinity (normalized) is 0.0458.